Dataset: Catalyst prediction with 721,799 reactions and 888 catalyst types from USPTO. Task: Predict which catalyst facilitates the given reaction. (1) Reactant: O[NH:2][C:3](=[N:8][C:9]1[CH:14]=[CH:13][C:12]([I:15])=[CH:11][N:10]=1)[C:4]([CH3:7])([CH3:6])[CH3:5].N1C=CC=CC=1.C1(C)C=CC(S(Cl)(=O)=O)=CC=1. Product: [C:4]([C:3]1[N:8]=[C:9]2[CH:14]=[CH:13][C:12]([I:15])=[CH:11][N:10]2[N:2]=1)([CH3:7])([CH3:6])[CH3:5]. The catalyst class is: 11. (2) Reactant: Cl[Sn]Cl.O.[I:5][C:6]1[CH:11]=[C:10]([CH3:12])[C:9]([N+:13]([O-])=O)=[CH:8][N:7]=1.[OH-].[Na+]. Product: [I:5][C:6]1[CH:11]=[C:10]([CH3:12])[C:9]([NH2:13])=[CH:8][N:7]=1. The catalyst class is: 25. (3) The catalyst class is: 11. Reactant: [Br:1][C:2]1[CH:7]=[CH:6][C:5]([NH:8][C:9](=O)[C:10]2[CH:15]=[CH:14][CH:13]=[CH:12][C:11]=2[F:16])=[CH:4][CH:3]=1.COC1C=CC(P2(=S)SP(=S)(C3C=CC(OC)=CC=3)[S:27]2)=CC=1. Product: [Br:1][C:2]1[CH:7]=[CH:6][C:5]([NH:8][C:9]([C:10]2[CH:15]=[CH:14][CH:13]=[CH:12][C:11]=2[F:16])=[S:27])=[CH:4][CH:3]=1. (4) Reactant: [CH2:1]([O:8][C:9]1[CH:14]=[CH:13][C:12]([N:15]2[C:19]([CH3:20])=[C:18]([C:21](O)=[O:22])[N:17]=[C:16]2[C:24]2[CH:29]=[CH:28][C:27]([Cl:30])=[CH:26][C:25]=2[Cl:31])=[CH:11][CH:10]=1)[C:2]1[CH:7]=[CH:6][CH:5]=[CH:4][CH:3]=1.C(Cl)(=O)C(Cl)=O.[F:38][C:39]1[N:44]=[CH:43][C:42]([NH2:45])=[CH:41][CH:40]=1. Product: [CH2:1]([O:8][C:9]1[CH:10]=[CH:11][C:12]([N:15]2[C:19]([CH3:20])=[C:18]([C:21]([NH:45][C:42]3[CH:43]=[N:44][C:39]([F:38])=[CH:40][CH:41]=3)=[O:22])[N:17]=[C:16]2[C:24]2[CH:29]=[CH:28][C:27]([Cl:30])=[CH:26][C:25]=2[Cl:31])=[CH:13][CH:14]=1)[C:2]1[CH:3]=[CH:4][CH:5]=[CH:6][CH:7]=1. The catalyst class is: 59. (5) Reactant: C(OC([N:8]([C:10]1[N:15]=[C:14]([CH:16](O)[CH3:17])[CH:13]=[CH:12][CH:11]=1)[CH3:9])=O)(C)(C)C.N(C(OC(C)C)=O)=NC(OC(C)C)=O.[OH:33][C:34]1[CH:35]=[CH:36][C:37]2[CH2:43][CH:42]([CH2:44][C:45]([O:47]CC)=[O:46])[C:41]3[CH:50]=[CH:51][CH:52]=[CH:53][C:40]=3[O:39][C:38]=2[CH:54]=1.C1(P(C2C=CC=CC=2)C2C=CC=CC=2)C=CC=CC=1. Product: [CH3:9][NH:8][C:10]1[N:15]=[C:14]([CH2:16][CH2:17][O:33][C:34]2[CH:35]=[CH:36][C:37]3[CH2:43][CH:42]([CH2:44][C:45]([OH:47])=[O:46])[C:41]4[CH:50]=[CH:51][CH:52]=[CH:53][C:40]=4[O:39][C:38]=3[CH:54]=2)[CH:13]=[CH:12][CH:11]=1. The catalyst class is: 2. (6) Reactant: C1(=O)[N:5]([CH2:6][CH2:7][C:8](=[N:24][OH:25])[C:9]([CH3:23])([CH3:22])[NH:10][CH2:11][CH2:12][O:13][NH:14][C:15]([CH3:21])([CH3:20])[C:16](=[N:18][OH:19])[CH3:17])C(=O)C2=CC=CC=C12.NN. Product: [NH2:5][CH2:6][CH2:7][C:8](=[N:24][OH:25])[C:9]([CH3:23])([CH3:22])[NH:10][CH2:11][CH2:12][O:13][NH:14][C:15]([CH3:20])([CH3:21])[C:16](=[N:18][OH:19])[CH3:17]. The catalyst class is: 2.